From a dataset of Reaction yield outcomes from USPTO patents with 853,638 reactions. Predict the reaction yield, written as a fraction of the theoretical maximum amount of product (1.0 means a 100% yield; for example, 0.34 means a 34% yield). (1) The reactants are [Cl:1][C:2]1[CH:7]=[C:6](/[CH:8]=[CH:9]/[CH:10]([C:15]2[CH:20]=[C:19]([Cl:21])[CH:18]=[C:17]([Cl:22])[CH:16]=2)[C:11]([F:14])([F:13])[F:12])[CH:5]=[CH:4][C:3]=1[CH2:23][NH2:24].[CH2:25]([N:27]=[C:28]=[O:29])[CH3:26]. The catalyst is C(Cl)Cl. The product is [Cl:1][C:2]1[CH:7]=[C:6](/[CH:8]=[CH:9]/[CH:10]([C:15]2[CH:16]=[C:17]([Cl:22])[CH:18]=[C:19]([Cl:21])[CH:20]=2)[C:11]([F:13])([F:14])[F:12])[CH:5]=[CH:4][C:3]=1[CH2:23][NH:24][C:28]([NH:27][CH2:25][CH3:26])=[O:29]. The yield is 0.600. (2) The reactants are [F:1][C:2]1[CH:3]=[C:4]([CH:16]=[C:17]([C:19]([F:22])([F:21])[F:20])[CH:18]=1)[CH2:5][CH:6]1[CH2:11][CH:10]([C:12]([O:14][CH3:15])=[O:13])[CH2:9][CH2:8][NH:7]1.CCN(C(C)C)C(C)C.[C:32](Cl)(=[O:35])[O:33][CH3:34]. The product is [F:1][C:2]1[CH:3]=[C:4]([CH:16]=[C:17]([C:19]([F:22])([F:20])[F:21])[CH:18]=1)[CH2:5][CH:6]1[CH2:11][CH:10]([C:12]([O:14][CH3:15])=[O:13])[CH2:9][CH2:8][N:7]1[C:32]([O:33][CH3:34])=[O:35]. The catalyst is C(Cl)Cl. The yield is 1.02. (3) The yield is 0.540. The catalyst is CN(C=O)C.CCOC(C)=O. The reactants are [Cl:1][C:2]1[C:7]([C:8]2([F:12])[CH2:11][O:10][CH2:9]2)=[CH:6][N:5]=[C:4]([C:13](=[N:15][OH:16])[NH2:14])[CH:3]=1.C([O-])([O-])=O.[K+].[K+].[C:23](Cl)(=O)[C:24]([CH3:27])([CH3:26])[CH3:25]. The product is [C:24]([C:27]1[O:16][N:15]=[C:13]([C:4]2[CH:3]=[C:2]([Cl:1])[C:7]([C:8]3([F:12])[CH2:9][O:10][CH2:11]3)=[CH:6][N:5]=2)[N:14]=1)([CH3:26])([CH3:25])[CH3:23]. (4) The reactants are [CH3:1][O:2][C:3]([NH:5][C@H:6]([C:10]([N:12]1[CH2:16][C@@H:15]([CH3:17])[CH2:14][C@H:13]1[C:18]1[NH:22][C:21]2[C:23]3[C:28]([CH:29]=[CH:30][C:20]=2[N:19]=1)=[CH:27][C:26]1[C:31]2[C:36]([CH2:37][O:38][C:25]=1[CH:24]=3)=[CH:35][C:34]([C:39]1[NH:43][C:42]([C@@H:44]3[CH2:48][C@H:47]([CH2:49][O:50][CH3:51])[CH2:46][N:45]3C(OC(C)(C)C)=O)=[N:41][CH:40]=1)=[CH:33][CH:32]=2)=[O:11])[CH:7]([CH3:9])[CH3:8])=[O:4].Cl.[CH3:60][O:61][C:62]([NH:64][C@H:65]([C:69]1[CH:74]=[CH:73][CH:72]=[CH:71][CH:70]=1)[C:66]([OH:68])=O)=[O:63].CCOC(C(C#N)=NOC(N1CCOCC1)=[N+](C)C)=O.F[P-](F)(F)(F)(F)F.CCN(C(C)C)C(C)C. The catalyst is C(Cl)Cl.CO.CCOC(C)=O.CN(C=O)C.CO. The product is [CH3:1][O:2][C:3]([NH:5][C@@H:6]([CH:7]([CH3:9])[CH3:8])[C:10]([N:12]1[CH2:16][C@@H:15]([CH3:17])[CH2:14][C@H:13]1[C:18]1[NH:22][C:21]2[C:23]3[C:28]([CH:29]=[CH:30][C:20]=2[N:19]=1)=[CH:27][C:26]1[C:31]2[C:36]([CH2:37][O:38][C:25]=1[CH:24]=3)=[CH:35][C:34]([C:39]1[NH:43][C:42]([C@@H:44]3[CH2:48][C@H:47]([CH2:49][O:50][CH3:51])[CH2:46][N:45]3[C:66](=[O:68])[C@H:65]([NH:64][C:62](=[O:63])[O:61][CH3:60])[C:69]3[CH:74]=[CH:73][CH:72]=[CH:71][CH:70]=3)=[N:41][CH:40]=1)=[CH:33][CH:32]=2)=[O:11])=[O:4]. The yield is 0.380.